Dataset: Full USPTO retrosynthesis dataset with 1.9M reactions from patents (1976-2016). Task: Predict the reactants needed to synthesize the given product. (1) Given the product [C:10]([O:42][C:40]([CH:10]1[CH:11]([NH:13][C:14](=[O:39])[CH:15]([NH:20][C:21](=[O:38])[CH:22]([CH:32]2[CH2:33][CH2:34][CH2:35][CH2:36][CH2:37]2)[NH:23][C:24]([C:26]2[CH:31]=[N:30][CH:29]=[CH:28][N:27]=2)=[O:25])[C:16]([CH3:19])([CH3:17])[CH3:18])[CH2:12][N:8]([S:47]([C:35]2[CH:36]=[CH:37][C:32]([CH3:22])=[CH:33][CH:34]=2)(=[O:49])=[O:48])[CH2:9]1)=[O:41])([CH3:40])([CH3:9])[CH3:11], predict the reactants needed to synthesize it. The reactants are: C(OC([N:8]1[CH2:12][CH:11]([NH:13][C:14](=[O:39])[CH:15]([NH:20][C:21](=[O:38])[CH:22]([CH:32]2[CH2:37][CH2:36][CH2:35][CH2:34][CH2:33]2)[NH:23][C:24]([C:26]2[CH:31]=[N:30][CH:29]=[CH:28][N:27]=2)=[O:25])[C:16]([CH3:19])([CH3:18])[CH3:17])[CH:10]([C:40]([O:42]C(C)(C)C)=[O:41])[CH2:9]1)=O)(C)(C)C.[S:47](Cl)(Cl)(=[O:49])=[O:48]. (2) Given the product [Br:19][C:16]1[CH:15]=[CH:14][C:13]([CH2:12][N:9]2[CH2:10][CH2:11][C:6]([S:20]([C:23]3[CH:24]=[CH:25][C:26]([O:29][CH2:30][C:31]#[CH:32])=[CH:27][CH:28]=3)(=[O:22])=[O:21])([C:4]([OH:5])=[O:3])[CH2:7][CH2:8]2)=[CH:18][CH:17]=1, predict the reactants needed to synthesize it. The reactants are: C([O:3][C:4]([C:6]1([S:20]([C:23]2[CH:28]=[CH:27][C:26]([O:29][CH2:30][C:31]#[CH:32])=[CH:25][CH:24]=2)(=[O:22])=[O:21])[CH2:11][CH2:10][N:9]([CH2:12][C:13]2[CH:18]=[CH:17][C:16]([Br:19])=[CH:15][CH:14]=2)[CH2:8][CH2:7]1)=[O:5])C.CO.[OH-].[Na+]. (3) Given the product [OH:17][CH:15]1[C:2]2[C:3](=[CH:4][CH:5]=[CH:6][N:1]=2)[N:7]=[CH:8][CH:9]1[C:10]([O:12][CH2:13][CH3:14])=[O:11], predict the reactants needed to synthesize it. The reactants are: [N:1]1[CH:6]=[CH:5][CH:4]=[C:3](/[N:7]=[CH:8]/[CH:9]([C:15]([O:17]CC)=O)[C:10]([O:12][CH2:13][CH3:14])=[O:11])[CH:2]=1.